From a dataset of Catalyst prediction with 721,799 reactions and 888 catalyst types from USPTO. Predict which catalyst facilitates the given reaction. (1) Reactant: [Cl:1][C:2]1[CH:7]=[CH:6][C:5]([NH:8][C:9]2[N:14]=[C:13]([NH:15][CH3:16])[C:12]([N+:17]([O-])=O)=[CH:11][N:10]=2)=[CH:4][CH:3]=1.CN(C)C=O.[H][H]. Product: [Cl:1][C:2]1[CH:3]=[CH:4][C:5]([NH:8][C:9]2[N:14]=[C:13]([NH:15][CH3:16])[C:12]([NH2:17])=[CH:11][N:10]=2)=[CH:6][CH:7]=1. The catalyst class is: 465. (2) Reactant: C(O)(C(F)(F)F)=O.[CH3:8][O:9][C:10]1[CH:11]=[C:12]([NH:16][C:17]2[CH:22]=[C:21]([O:23][C:24]3[C:33]4[C:28](=[CH:29][CH:30]=[CH:31][CH:32]=4)[C:27]([NH:34]C(=O)OC(C)(C)C)=[CH:26][CH:25]=3)[CH:20]=[CH:19][N:18]=2)[CH:13]=[CH:14][CH:15]=1. Product: [NH2:34][C:27]1[C:28]2[C:33](=[CH:32][CH:31]=[CH:30][CH:29]=2)[C:24]([O:23][C:21]2[CH:20]=[CH:19][N:18]=[C:17]([NH:16][C:12]3[CH:13]=[CH:14][CH:15]=[C:10]([O:9][CH3:8])[CH:11]=3)[CH:22]=2)=[CH:25][CH:26]=1. The catalyst class is: 2. (3) Reactant: [CH3:1][C:2]([CH3:8])([CH3:7])[CH2:3][C:4](Cl)=[O:5].[Br:9][C:10]1[CH:16]=[C:15]([C:17]([F:20])([F:19])[F:18])[C:13]([NH2:14])=[C:12]([Cl:21])[CH:11]=1.O. Product: [Br:9][C:10]1[CH:16]=[C:15]([C:17]([F:20])([F:19])[F:18])[C:13]([NH:14][C:4](=[O:5])[CH2:3][C:2]([CH3:8])([CH3:7])[CH3:1])=[C:12]([Cl:21])[CH:11]=1. The catalyst class is: 10.